This data is from Reaction yield outcomes from USPTO patents with 853,638 reactions. The task is: Predict the reaction yield, written as a fraction of the theoretical maximum amount of product (1.0 means a 100% yield; for example, 0.34 means a 34% yield). (1) The reactants are [F:1][C:2]1[CH:7]=[C:6]([I:8])[CH:5]=[CH:4][C:3]=1[N:9]1[C:14]2[N:15]([CH3:33])[C:16](=[O:32])[C:17]([CH3:31])=[C:18]([NH:19][C:20]3[CH:21]=[C:22]([NH:26][S:27]([CH3:30])(=[O:29])=[O:28])[CH:23]=[CH:24][CH:25]=3)[C:13]=2[C:12](=[O:34])[N:11]([CH3:35])[C:10]1=[O:36].CC(C)([O-])C.[K+].CO.C(O)(=O)C. The catalyst is O1CCCC1. The product is [F:1][C:2]1[CH:7]=[C:6]([I:8])[CH:5]=[CH:4][C:3]=1[NH:9][C:14]1[N:15]([CH3:33])[C:16](=[O:32])[C:17]([CH3:31])=[C:18]2[C:13]=1[C:12](=[O:34])[N:11]([CH3:35])[C:10](=[O:36])[N:19]2[C:20]1[CH:21]=[C:22]([NH:26][S:27]([CH3:30])(=[O:28])=[O:29])[CH:23]=[CH:24][CH:25]=1. The yield is 0.970. (2) The catalyst is O1CCCC1. The reactants are [CH2:1]([O:8][C:9]([N:11]1[CH2:18][CH2:17][CH2:16][C@H:12]1[C:13]([OH:15])=O)=[O:10])[C:2]1[CH:7]=[CH:6][CH:5]=[CH:4][CH:3]=1.C(N1C=CN=C1)([N:21]1[CH:25]=[CH:24]N=C1)=O.Cl.C[O:33]C(=O)CN.C(N(CC)CC)C. The yield is 0.840. The product is [CH2:1]([O:8][C:9]([N:11]1[CH2:12][C:13](=[O:15])[N:21]2[CH2:25][CH2:24][CH2:16][C@H:17]2[C:18]1=[O:33])=[O:10])[C:2]1[CH:3]=[CH:4][CH:5]=[CH:6][CH:7]=1. (3) The reactants are [CH3:1][C:2]1([C:5]2[NH:6][C:7]3[C:12]([CH:13]=2)=[CH:11][C:10]([N+:14]([O-])=O)=[CH:9][CH:8]=3)[CH2:4][CH2:3]1. The catalyst is CCO.[Ni]. The product is [CH3:1][C:2]1([C:5]2[NH:6][C:7]3[C:12]([CH:13]=2)=[CH:11][C:10]([NH2:14])=[CH:9][CH:8]=3)[CH2:4][CH2:3]1. The yield is 0.280. (4) The catalyst is C(O)C. The product is [Cl:8][C:6]1[N:5]=[CH:4][N:3]=[C:2]([NH:13][C:12]2[CH:14]=[CH:15][CH:16]=[C:10]([Br:9])[CH:11]=2)[CH:7]=1. The reactants are Cl[C:2]1[CH:7]=[C:6]([Cl:8])[N:5]=[CH:4][N:3]=1.[Br:9][C:10]1[CH:11]=[C:12]([CH:14]=[CH:15][CH:16]=1)[NH2:13].C(N(CC)C(C)C)(C)C.C(OCC)C. The yield is 0.620. (5) The reactants are [CH3:1][O:2][C:3]1[CH:4]=[CH:5][C:6]2[S:12][CH2:11][CH2:10][NH:9][CH2:8][C:7]=2[N:13]=1.[CH:14]([C:16]1[CH:25]=[CH:24][C:19]([C:20]([O:22][CH3:23])=[O:21])=[C:18]([O:26][CH3:27])[CH:17]=1)=O.C(O[BH-](OC(=O)C)OC(=O)C)(=O)C.[Na+]. The catalyst is ClCCCl. The product is [CH3:27][O:26][C:18]1[CH:17]=[C:16]([CH2:14][N:9]2[CH2:8][C:7]3[N:13]=[C:3]([O:2][CH3:1])[CH:4]=[CH:5][C:6]=3[S:12][CH2:11][CH2:10]2)[CH:25]=[CH:24][C:19]=1[C:20]([O:22][CH3:23])=[O:21]. The yield is 0.420. (6) The reactants are [Br:1][C:2]1[S:3][CH:4]=[CH:5][C:6]=1[C:7]([OH:9])=[O:8].[C:10](Cl)(=O)C(Cl)=O. The catalyst is C(Cl)Cl.CN(C=O)C. The product is [Br:1][C:2]1[S:3][CH:4]=[CH:5][C:6]=1[C:7]([O:9][CH3:10])=[O:8]. The yield is 0.980. (7) The catalyst is O. The yield is 0.730. The reactants are [Br:1][C:2]1[CH:10]=[CH:9][C:5]([C:6](Cl)=[O:7])=[CH:4][CH:3]=1.[CH3:11][C:12]1[CH:13]=[C:14]([O:18][CH3:19])[CH:15]=[CH:16][CH:17]=1.[Al+3].[Cl-].[Cl-].[Cl-]. The product is [Br:1][C:2]1[CH:10]=[CH:9][C:5]([C:6]([C:17]2[CH:16]=[CH:15][C:14]([O:18][CH3:19])=[CH:13][C:12]=2[CH3:11])=[O:7])=[CH:4][CH:3]=1. (8) The reactants are Br[C:2]1[CH:3]=[C:4]([CH3:7])[O:5][CH:6]=1.[NH2:8][C:9]1[CH:10]=[C:11](B(O)O)[CH:12]=[CH:13][CH:14]=1.C(=O)([O-])[O-].[Na+].[Na+].S([O-])([O-])(=O)=O.[Mg+2]. The catalyst is C1(C)C=CC=CC=1.[Pd].C1(P(C2C=CC=CC=2)C2C=CC=CC=2)C=CC=CC=1.CO. The product is [CH3:7][C:4]1[O:5][CH:6]=[C:2]([C:13]2[CH:14]=[C:9]([CH:10]=[CH:11][CH:12]=2)[NH2:8])[CH:3]=1. The yield is 0.520. (9) The reactants are ClC(Cl)(O[C:5](=[O:11])OC(Cl)(Cl)Cl)Cl.[CH2:13]([N:15]1[C:19]2[N:20]=[C:21]([C:30]3[CH:35]=[CH:34][C:33]([NH2:36])=[CH:32][CH:31]=3)[N:22]=[C:23]([N:24]3[CH2:29][CH2:28][O:27][CH2:26][CH2:25]3)[C:18]=2[N:17]=[N:16]1)[CH3:14].[CH3:37][N:38]([CH3:42])[CH2:39][CH2:40][NH2:41].CCN(CC)CC. The catalyst is C(Cl)(Cl)Cl. The product is [CH3:37][N:38]([CH3:42])[CH2:39][CH2:40][NH:41][C:5]([NH:36][C:33]1[CH:34]=[CH:35][C:30]([C:21]2[N:22]=[C:23]([N:24]3[CH2:25][CH2:26][O:27][CH2:28][CH2:29]3)[C:18]3[N:17]=[N:16][N:15]([CH2:13][CH3:14])[C:19]=3[N:20]=2)=[CH:31][CH:32]=1)=[O:11]. The yield is 0.100. (10) The reactants are [NH:1]1[CH2:6][CH2:5][O:4][CH2:3][CH2:2]1.[S:7]1[C:11]2[CH:12]=[C:13]([N:16]3[CH2:20][CH2:19][N:18]([C:21]4[CH:22]=[N:23][CH:24]=[CH:25][C:26]=4[CH:27]=O)[C:17]3=[O:29])[CH:14]=[CH:15][C:10]=2[N:9]=[CH:8]1.[BH-](OC(C)=O)(OC(C)=O)OC(C)=O.[Na+].CO. The catalyst is C(O)(=O)C.C(Cl)(Cl)Cl. The product is [S:7]1[C:11]2[CH:12]=[C:13]([N:16]3[CH2:20][CH2:19][N:18]([C:21]4[CH:22]=[N:23][CH:24]=[CH:25][C:26]=4[CH2:27][N:1]4[CH2:6][CH2:5][O:4][CH2:3][CH2:2]4)[C:17]3=[O:29])[CH:14]=[CH:15][C:10]=2[N:9]=[CH:8]1. The yield is 0.206.